This data is from Forward reaction prediction with 1.9M reactions from USPTO patents (1976-2016). The task is: Predict the product of the given reaction. (1) Given the reactants [CH3:1][O:2][C:3]1[CH:8]=[CH:7][C:6]([CH2:9][CH2:10][NH2:11])=[CH:5][CH:4]=1.C1(CN)CCCCC1.[O:20]=[C:21]1[C:29]2([CH2:33][O:32][C:31]3[CH:34]=[C:35]4[C:39](=[CH:40][C:30]2=3)[CH2:38][CH2:37][O:36]4)[C:28]2[C:23](=[CH:24][CH:25]=[CH:26][CH:27]=2)[N:22]1[CH2:41][C:42]1[CH:50]=[CH:49][CH:48]=[CH:47][C:43]=1[C:44](O)=[O:45].O=C1C2(COC3C=C4C(=CC2=3)CCO4)C2C(=CC=CC=2)N1CC1C=C(C=CC=1)C(O)=O, predict the reaction product. The product is: [CH3:1][O:2][C:3]1[CH:8]=[CH:7][C:6]([CH2:9][CH2:10][NH:11][C:44](=[O:45])[C:43]2[CH:47]=[CH:48][CH:49]=[CH:50][C:42]=2[CH2:41][N:22]2[C:23]3[C:28](=[CH:27][CH:26]=[CH:25][CH:24]=3)[C:29]3([CH2:33][O:32][C:31]4[CH:34]=[C:35]5[C:39](=[CH:40][C:30]3=4)[CH2:38][CH2:37][O:36]5)[C:21]2=[O:20])=[CH:5][CH:4]=1. (2) Given the reactants FC(F)(F)S(O[C:7]1[CH:8]=[C:9]([C:13]2[CH:18]=[CH:17][C:16]([C@@H:19]3[C@@H:22]([CH2:23][CH2:24][C@@H:25]([C:27]4[CH:32]=[CH:31][C:30]([F:33])=[CH:29][CH:28]=4)[OH:26])[C:21](=[O:34])[N:20]3[C:35]3[CH:40]=[CH:39][CH:38]=[CH:37][CH:36]=3)=[CH:15][CH:14]=2)[CH:10]=[CH:11][CH:12]=1)(=O)=O.[B:43]1([B:43]2[O:47][C:46]([CH3:49])([CH3:48])[C:45]([CH3:51])([CH3:50])[O:44]2)[O:47][C:46]([CH3:49])([CH3:48])[C:45]([CH3:51])([CH3:50])[O:44]1.C([O-])(=O)C.[K+].O, predict the reaction product. The product is: [F:33][C:30]1[CH:31]=[CH:32][C:27]([C@@H:25]([OH:26])[CH2:24][CH2:23][C@@H:22]2[C@@H:19]([C:16]3[CH:15]=[CH:14][C:13]([C:9]4[CH:10]=[CH:11][CH:12]=[C:7]([B:43]5[O:47][C:46]([CH3:49])([CH3:48])[C:45]([CH3:51])([CH3:50])[O:44]5)[CH:8]=4)=[CH:18][CH:17]=3)[N:20]([C:35]3[CH:36]=[CH:37][CH:38]=[CH:39][CH:40]=3)[C:21]2=[O:34])=[CH:28][CH:29]=1. (3) Given the reactants [C:1]([O:5][C:6](=[O:14])[NH:7][C:8]1[S:9][C:10](Br)=[CH:11][N:12]=1)([CH3:4])([CH3:3])[CH3:2].[CH3:15][Si:16]([C:19]#[CH:20])([CH3:18])[CH3:17].O, predict the reaction product. The product is: [C:1]([O:5][C:6](=[O:14])[NH:7][C:8]1[S:9][C:10]([C:20]#[C:19][Si:16]([CH3:18])([CH3:17])[CH3:15])=[CH:11][N:12]=1)([CH3:4])([CH3:3])[CH3:2]. (4) Given the reactants C(Cl)(=O)C(Cl)=O.[C:7]([C:11]1[CH:47]=[CH:46][C:14]([CH2:15][O:16][C:17]2[CH:22]=[CH:21][CH:20]=[CH:19][C:18]=2/[CH:23]=[CH:24]/[CH:25]([CH2:36][CH2:37][C:38]2[CH:43]=[CH:42][C:41]([C:44]#[N:45])=[CH:40][CH:39]=2)[CH2:26][C:27]2[CH:35]=[CH:34][C:30]([C:31](O)=[O:32])=[CH:29][CH:28]=2)=[CH:13][CH:12]=1)([CH3:10])([CH3:9])[CH3:8].Cl.[NH2:49][NH:50][C:51]([NH2:53])=[O:52].[OH-].[Na+], predict the reaction product. The product is: [C:7]([C:11]1[CH:47]=[CH:46][C:14]([CH2:15][O:16][C:17]2[CH:22]=[CH:21][CH:20]=[CH:19][C:18]=2/[CH:23]=[CH:24]/[CH:25]([CH2:36][CH2:37][C:38]2[CH:43]=[CH:42][C:41]([C:44]#[N:45])=[CH:40][CH:39]=2)[CH2:26][C:27]2[CH:28]=[CH:29][C:30]([C:31]([NH:49][NH:50][C:51]([NH2:53])=[O:52])=[O:32])=[CH:34][CH:35]=2)=[CH:13][CH:12]=1)([CH3:10])([CH3:8])[CH3:9].